This data is from Forward reaction prediction with 1.9M reactions from USPTO patents (1976-2016). The task is: Predict the product of the given reaction. (1) Given the reactants [Cl:1][C:2]1[CH:3]=[C:4]([C:9]2([C:15]([NH:17][CH2:18][CH3:19])=O)[CH2:14][CH2:13][CH2:12][CH2:11][CH2:10]2)[CH:5]=[CH:6][C:7]=1[Cl:8].[ClH:20], predict the reaction product. The product is: [Cl:1][C:2]1[CH:3]=[C:4]([C:9]2([CH2:15][NH:17][CH2:18][CH3:19])[CH2:14][CH2:13][CH2:12][CH2:11][CH2:10]2)[CH:5]=[CH:6][C:7]=1[Cl:8].[ClH:20].[Cl:1][C:2]1[CH:3]=[C:4]([C:9]2([CH2:15][NH:17][CH2:18][CH3:19])[CH2:14][CH2:13][CH2:12][CH2:11][CH2:10]2)[CH:5]=[CH:6][C:7]=1[Cl:8]. (2) Given the reactants [N+:1]([C:4]1[CH:9]=[CH:8][C:7]([OH:10])=[CH:6][CH:5]=1)([O-:3])=[O:2].O.O.[Sn](Cl)Cl.[Br:16][C:17]1[CH:18]=[C:19]([CH2:45][C:46]([OH:48])=[O:47])[CH:20]=[C:21]([Br:44])[C:22]=1[O:23][C:24]1[CH:29]=[C:28]([CH:30]([CH3:32])[CH3:31])[C:27]([O:33][CH3:34])=[CH:26][C:25]=1[CH:35](O)[C:36]1[CH:41]=[CH:40][CH:39]=[C:38]([CH3:42])[CH:37]=1.O, predict the reaction product. The product is: [Br:16][C:17]1[CH:18]=[C:19]([CH2:45][C:46]([OH:48])=[O:47])[CH:20]=[C:21]([Br:44])[C:22]=1[O:23][C:24]1[CH:29]=[C:28]([CH:30]([CH3:31])[CH3:32])[C:27]([O:33][CH3:34])=[CH:26][C:25]=1[CH:35]([C:36]1[CH:41]=[CH:40][CH:39]=[C:38]([CH3:42])[CH:37]=1)[O:10][C:7]1[CH:8]=[CH:9][C:4]([N+:1]([O-:3])=[O:2])=[CH:5][CH:6]=1. (3) Given the reactants Cl[C:2]1[C:7]([NH2:8])=[CH:6][C:5]([N:9]2[CH2:14][CH2:13][O:12][CH2:11][CH2:10]2)=[CH:4][N:3]=1.[C:15]([C:17]1[CH:22]=[CH:21][C:20](B(O)O)=[CH:19][CH:18]=1)#[N:16].C1(P(C2CCCCC2)C2CCCCC2)CCCCC1.[O-]P([O-])([O-])=O.[K+].[K+].[K+], predict the reaction product. The product is: [NH2:8][C:7]1[C:2]([C:20]2[CH:21]=[CH:22][C:17]([C:15]#[N:16])=[CH:18][CH:19]=2)=[N:3][CH:4]=[C:5]([N:9]2[CH2:14][CH2:13][O:12][CH2:11][CH2:10]2)[CH:6]=1. (4) Given the reactants C([O:3][C:4]([C:6]1[N:7]=[C:8]([CH2:14][C:15]2[CH:20]=[CH:19][C:18]([C:21]3[CH:26]=[CH:25][CH:24]=[CH:23][C:22]=3[C:27]3[N:31]([C:32]([C:45]4[CH:50]=[CH:49][CH:48]=[CH:47][CH:46]=4)([C:39]4[CH:44]=[CH:43][CH:42]=[CH:41][CH:40]=4)[C:33]4[CH:38]=[CH:37][CH:36]=[CH:35][CH:34]=4)[N:30]=[N:29][N:28]=3)=[CH:17][CH:16]=2)[N:9]([CH2:11][CH2:12][CH3:13])[CH:10]=1)=[O:5])C.C1COCC1.O.[OH-].[Li+].O, predict the reaction product. The product is: [CH2:11]([N:9]1[CH:10]=[C:6]([C:4]([OH:5])=[O:3])[N:7]=[C:8]1[CH2:14][C:15]1[CH:16]=[CH:17][C:18]([C:21]2[CH:26]=[CH:25][CH:24]=[CH:23][C:22]=2[C:27]2[N:31]([C:32]([C:33]3[CH:38]=[CH:37][CH:36]=[CH:35][CH:34]=3)([C:45]3[CH:46]=[CH:47][CH:48]=[CH:49][CH:50]=3)[C:39]3[CH:40]=[CH:41][CH:42]=[CH:43][CH:44]=3)[N:30]=[N:29][N:28]=2)=[CH:19][CH:20]=1)[CH2:12][CH3:13]. (5) Given the reactants [Cl:1][C:2]1[CH:7]=[CH:6][C:5]([C:8]2[N:9]=[C:10]([CH2:24][N:25]3[N:29]=[N:28][CH:27]=[N:26]3)[C:11]([C:21](O)=[O:22])=[N:12][C:13]=2[C:14]2[CH:19]=[CH:18][C:17]([Cl:20])=[CH:16][CH:15]=2)=[CH:4][CH:3]=1.[F:30][C:31]1([F:38])[CH2:36][CH2:35][N:34]([NH2:37])[CH2:33][CH2:32]1.F[P-](F)(F)(F)(F)F.N1(O[P+](N2CCCC2)(N2CCCC2)N2CCCC2)C2C=CC=CC=2N=N1, predict the reaction product. The product is: [Cl:1][C:2]1[CH:3]=[CH:4][C:5]([C:8]2[N:9]=[C:10]([CH2:24][N:25]3[N:29]=[N:28][CH:27]=[N:26]3)[C:11]([C:21]([NH:37][N:34]3[CH2:35][CH2:36][C:31]([F:38])([F:30])[CH2:32][CH2:33]3)=[O:22])=[N:12][C:13]=2[C:14]2[CH:19]=[CH:18][C:17]([Cl:20])=[CH:16][CH:15]=2)=[CH:6][CH:7]=1. (6) Given the reactants [H-].[Al+3].[Li+].[H-].[H-].[H-].[CH3:7][O:8][C:9]1[CH:14]=[CH:13][C:12]([C:15]2[CH:16]=[C:17]([C:20](OCC)=[O:21])[NH:18][N:19]=2)=[CH:11][CH:10]=1.[OH-].[Na+], predict the reaction product. The product is: [CH3:7][O:8][C:9]1[CH:10]=[CH:11][C:12]([C:15]2[CH:16]=[C:17]([CH2:20][OH:21])[NH:18][N:19]=2)=[CH:13][CH:14]=1.